This data is from Full USPTO retrosynthesis dataset with 1.9M reactions from patents (1976-2016). The task is: Predict the reactants needed to synthesize the given product. (1) Given the product [C:25]([O:24][C:22]([NH:19][CH2:18][CH2:17][C:6]1[C:5]2[C:9](=[CH:10][CH:11]=[C:3]([O:2][CH3:1])[CH:4]=2)[NH:8][C:7]=1[C:12]([O:14][CH2:15][CH3:16])=[O:13])=[O:23])([CH3:28])([CH3:27])[CH3:26], predict the reactants needed to synthesize it. The reactants are: [CH3:1][O:2][C:3]1[CH:4]=[C:5]2[C:9](=[CH:10][CH:11]=1)[NH:8][C:7]([C:12]([O:14][CH2:15][CH3:16])=[O:13])=[C:6]2[CH2:17][CH2:18][N+:19]([O-])=O.[C:22](O[C:22]([O:24][C:25]([CH3:28])([CH3:27])[CH3:26])=[O:23])([O:24][C:25]([CH3:28])([CH3:27])[CH3:26])=[O:23]. (2) Given the product [CH3:14][Si:15]([CH3:22])([CH3:21])[O:8][C:4]1[CH:3]=[C:2]([CH:7]=[CH:6][CH:5]=1)[NH2:1], predict the reactants needed to synthesize it. The reactants are: [NH2:1][C:2]1[CH:3]=[C:4]([OH:8])[CH:5]=[CH:6][CH:7]=1.S(=O)(=O)(O)O.[CH3:14][Si:15]([CH3:22])([CH3:21])N[Si:15]([CH3:22])([CH3:21])[CH3:14]. (3) Given the product [C:14]([C:12]1[N:13]=[C:9]([C:7]2[NH:6][C:5]3[C:19]([C:21]([F:24])([F:22])[F:23])=[CH:20][C:2]([C:27]4[CH:28]=[CH:29][CH:30]=[CH:31][C:26]=4[F:25])=[CH:3][C:4]=3[N:8]=2)[O:10][C:11]=1[CH3:18])([CH3:17])([CH3:15])[CH3:16], predict the reactants needed to synthesize it. The reactants are: Br[C:2]1[CH:20]=[C:19]([C:21]([F:24])([F:23])[F:22])[C:5]2[NH:6][C:7]([C:9]3[O:10][C:11]([CH3:18])=[C:12]([C:14]([CH3:17])([CH3:16])[CH3:15])[N:13]=3)=[N:8][C:4]=2[CH:3]=1.[F:25][C:26]1[CH:31]=[CH:30][CH:29]=[CH:28][C:27]=1B(O)O.C([O-])([O-])=O.[Na+].[Na+]. (4) Given the product [C:1]([N:20]1[CH2:25][CH2:24][CH:23]2[S:26](=[O:35])[CH2:27][CH:28]=[C:22]2[CH2:21]1)([C:14]1[CH:19]=[CH:18][CH:17]=[CH:16][CH:15]=1)([C:2]1[CH:7]=[CH:6][CH:5]=[CH:4][CH:3]=1)[C:8]1[CH:9]=[CH:10][CH:11]=[CH:12][CH:13]=1, predict the reactants needed to synthesize it. The reactants are: [C:1]([N:20]1[CH2:25][CH2:24][C:23]2[S:26][CH:27]=[CH:28][C:22]=2[CH2:21]1)([C:14]1[CH:19]=[CH:18][CH:17]=[CH:16][CH:15]=1)([C:8]1[CH:13]=[CH:12][CH:11]=[CH:10][CH:9]=1)[C:2]1[CH:7]=[CH:6][CH:5]=[CH:4][CH:3]=1.C([Li])CCC.B(OCCCC)(OCCCC)[O:35]CCCC.OO. (5) The reactants are: [F:1][C:2]([F:23])([F:22])[C:3]1[N:8]2[CH:9]=[N:10][CH:11]=[C:7]2[N:6]=[C:5]([C:12]2[CH:17]=[CH:16][C:15]([C:18]([F:21])([F:20])[F:19])=[CH:14][CH:13]=2)[CH:4]=1.C([O-])(=O)C.[Na+].[I:29]Cl. Given the product [I:29][C:11]1[N:10]=[CH:9][N:8]2[C:3]([C:2]([F:1])([F:22])[F:23])=[CH:4][C:5]([C:12]3[CH:13]=[CH:14][C:15]([C:18]([F:21])([F:20])[F:19])=[CH:16][CH:17]=3)=[N:6][C:7]=12, predict the reactants needed to synthesize it. (6) Given the product [C:1]([O:5][C:6](=[O:16])[NH:7][C@@H:8]1[CH2:13][CH2:12][N:11]([CH3:21])[CH2:10][C@H:9]1[O:14][CH3:15])([CH3:4])([CH3:3])[CH3:2], predict the reactants needed to synthesize it. The reactants are: [C:1]([O:5][C:6](=[O:16])[NH:7][C@@H:8]1[CH2:13][CH2:12][NH:11][CH2:10][C@H:9]1[O:14][CH3:15])([CH3:4])([CH3:3])[CH3:2].C=O.[BH-](OC(C)=O)(OC(C)=O)O[C:21](C)=O.[Na+].C([O-])(O)=O.[Na+]. (7) Given the product [BrH:2].[Br:2][CH:6]([C:8]1[O:9][C:10](=[O:33])[C:11]2[C:16]([C:17]=1[C:18]1[CH:23]=[CH:22][C:21]([O:24][CH2:25][CH2:26][N:27]3[CH2:32][CH2:31][O:30][CH2:29][CH2:28]3)=[CH:20][CH:19]=1)=[CH:15][CH:14]=[CH:13][CH:12]=2)[CH3:7], predict the reactants needed to synthesize it. The reactants are: P(Br)(Br)[Br:2].O[CH:6]([C:8]1[O:9][C:10](=[O:33])[C:11]2[C:16]([C:17]=1[C:18]1[CH:23]=[CH:22][C:21]([O:24][CH2:25][CH2:26][N:27]3[CH2:32][CH2:31][O:30][CH2:29][CH2:28]3)=[CH:20][CH:19]=1)=[CH:15][CH:14]=[CH:13][CH:12]=2)[CH3:7]. (8) Given the product [NH2:26][C:17]1[C:16]2[N:15]=[C:14]([CH2:27][O:28][CH2:29][CH3:30])[N:13]([CH2:12][C:11]([NH:10][C:8](=[O:9])[CH2:7][CH2:6][CH2:5][CH2:4][CH2:3][NH:2][C:48](=[O:47])[CH2:50][CH2:51][S:52][S:53][C:54]3[CH:55]=[CH:56][CH:57]=[CH:58][N:59]=3)([CH3:31])[CH3:32])[C:25]=2[C:24]2[CH:23]=[CH:22][CH:21]=[CH:20][C:19]=2[N:18]=1.[C:8]([NH2:10])(=[O:9])[CH2:7][CH2:6][CH2:5][CH2:4][CH3:3], predict the reactants needed to synthesize it. The reactants are: Cl.[NH2:2][CH2:3][CH2:4][CH2:5][CH2:6][CH2:7][C:8]([NH:10][C:11]([CH3:32])([CH3:31])[CH2:12][N:13]1[C:25]2[C:24]3[CH:23]=[CH:22][CH:21]=[CH:20][C:19]=3[N:18]=[C:17]([NH2:26])[C:16]=2[N:15]=[C:14]1[CH2:27][O:28][CH2:29][CH3:30])=[O:9].C(N(CC)CC)C.C1C(=O)N([O:47][C:48]([CH2:50][CH2:51][S:52][S:53][C:54]2[N:59]=[CH:58][CH:57]=[CH:56][CH:55]=2)=O)C(=O)C1.